Task: Predict the reaction yield, written as a fraction of the theoretical maximum amount of product (1.0 means a 100% yield; for example, 0.34 means a 34% yield).. Dataset: Reaction yield outcomes from USPTO patents with 853,638 reactions The reactants are [Cl:1][C:2]1[CH:7]=[CH:6][C:5]([NH:8][C:9](=[O:12])[CH2:10]Cl)=[C:4]([C:13](=[O:21])[C:14]2[CH:19]=[CH:18][CH:17]=[CH:16][C:15]=2[Cl:20])[CH:3]=1.C(=O)([O-])[O-].[K+].[K+].[N:28]1[CH:33]=[CH:32][CH:31]=[CH:30][C:29]=1[N:34]1[CH2:39][CH2:38][NH:37][CH2:36][CH2:35]1. The catalyst is CC(C)=O.C(OCC)(=O)C.CCCCCC. The product is [Cl:1][C:2]1[CH:7]=[CH:6][C:5]([NH:8][C:9](=[O:12])[CH2:10][N:37]2[CH2:38][CH2:39][N:34]([C:29]3[CH:30]=[CH:31][CH:32]=[CH:33][N:28]=3)[CH2:35][CH2:36]2)=[C:4]([C:13](=[O:21])[C:14]2[CH:19]=[CH:18][CH:17]=[CH:16][C:15]=2[Cl:20])[CH:3]=1. The yield is 0.860.